This data is from Drug-target binding data from BindingDB using Ki measurements. The task is: Regression. Given a target protein amino acid sequence and a drug SMILES string, predict the binding affinity score between them. We predict pKi (pKi = -log10(Ki in M); higher means stronger inhibition). Dataset: bindingdb_ki. (1) The drug is O=C(O)c1cc(Cl)cc(Cl)c1O. The target protein sequence is MDSKYQCVKLNDGHFMPVLGFGTYAPAEVPKSKALEATKLAIEAGFRHIDSAHLYNNEEQVGLAIRSKIADGSVKREDIFYTSKLWCNSHRPELVRPALERSLKNLQLDYVDLYLIHFPVSVKPGEEVIPKDENGKILFDTVDLCATWEAVEKCKDAGLAKSIGVSNFNRRQLEMILNKPGLKYKPVCNQVECHPYFNQRKLLDFCKSKDIVLVAYSALGSHREEPWVDPNSPVLLEDPVLCALAKKHKRTPALIALRYQLQRGVVVLAKSYNEQRIRQNVQVFEFQLTSEEMKAIDGLNRNVRYLTADIFAGPPNYPFSDEY. The pKi is 5.5. (2) The drug is CC(C)CC(NC(Cc1ccccc1)NP(=O)([O-])CNC(=O)CNC(=O)C(N)Cc1ccc(O)cc1)C(=O)O. The target protein (Q5EGZ1) has sequence MSSSCWLLLSLVAVATAQSLIEEKAESFLNKFNQEAEDLSYQSSLASWNYNTNITEENAQKMNEAAAKWSAFYEEQSKIAQNFSLQEIQNATIKRQLKALQQSGSSALSPDKNKQLNTILNTMSTIYSTGKVCNSMNPQECFLLEPGLDEIMATSTDYNRRLWAWEGWRAEVGKQLRPLYEEYVVLKNEMARANNYEDYGDYWRGDYEAEGVEGYNYNRNQLIEDVENTFKEIKPLYEQLHAYVRTKLMEVYPSYISPTGCLPAHLLGDMWGRFWTNLYPLTTPFLQKPNIDVTDAMVNQSWDAERIFKEAEKFFVSVGLPQMTPGFWTNSMLTEPGDDRKVVCHPTAWDLGHGDFRIKMCTKVTMDNFLTAHHEMGHIQYDMAYAKQPFLLRNGANEGFHEAVGEIMSLSAATPKHLKSIGLLPSNFQEDNETEINFLLKQALTIVGTLPFTYMLEKWRWMVFQDKIPREQWTKKWWEMKREIVGVVEPLPHDETYCDP.... The pKi is 5.2. (3) The drug is CC(C)CCNc1nccc2[nH]c3ccccc3c12. The target protein sequence is MALSPAPLSGFPEPSAAPNASLNRSWASPTEPSSLEDLVATGAIGAVLSAMGVVGVAGNAYTLVVMCRVLHTSASMSVYVVNLALADLLYLLSIPFIVATYVTKEWHFGDVGCRVLFSLDFLTMHASIFTLTVMSSERYAAVLRPLDTVQRSKGYRKVLALGTWLLALLLALPMMLAIRLVHRGHKSLCLPVWGPRAHRAYLTLLFGTSIVGPGTVIGLLYVRLARAYWLSQRASFTQTRRLPNPKVLYLILGIVLLFWACFLPFWLWQLLAQYRGAQTLTPRTARIVNYLTTCLTYGNSCVNPFLYTLLTKNYREYRRRSLRARSARGPAGARHSLPCRVRFQRGSGHSLCSSSQQATETITLSPAASRAVCA. The pKi is 5.8. (4) The compound is CN1CCCC1c1cccnc1. The target protein sequence is MLTDKCLGLFHSRLYLWAFILTLFFKAKTGCAVCEPEERLFQKLFSHYNQFIRPVENVSDPVTVHFEVAISQLANVDEVNQIMETNLWLRHIWNDYKLRWNPGEYDGIEFVRVPADKIWKPDIVLYNNAVGDFQVEGKTKALLKYDGMINWTPPAIFKSSCPMDITFFPFDHQNCSLKFGSWTYDKAEIDLLIIGSKVDMNDFWENSEWEIVDASGYKHDIKYNCCEEIYTDITYSFYLRRLPMFYTINLIIPCLFISFLTVLVFYLPSDCGEKVTLCISVLLSLTVFLLVITETIPSTSLVIPLVGEYLLFTMIFVTLSIVVTVFVLNIHYRTPTTHTMPRWVKTVFLKLLPRVLMMKRPLEKKVEKFSDKDSKGFARKLAKMNYGEDAKSIKERGCCQCNPSNELSSNKRRLSYHSLKWMTELLQYSSEVTDVIDSVQFIAENMRNQNETKEVEDDWKYVAMVVDRVFLWVFIIVCVFGTAGLFLQPLIGNTTSSNS. The pKi is 6.9. (5) The drug is S=C([S-])NCc1ccc(CNC(=S)[S-])cc1. The target protein (Q00024) has sequence MSHLLVSPLGGGVQPRLEINNFVKNDRQFSLYVQALDRMYATPQNETASYFQVAGVHGYPLIPFDDAVGPTEFSPFDQWTGYCTHGSTLFPTWHRPYVLILEQILSGHAQQIADTYTVNKSEWKKAATEFRHPYWDWASNSVPPPEVISLPKVTITTPNGQKTSVANPLMRYTFNSVNDGGFYGPYNQWDTTLRQPDSTGVNAKDNVNRLKSVLKNAQASLTRATYDMFNRVTTWPHFSSHTPASGGSTSNSIEAIHDNIHVLVGGNGHMSDPSVAPFDPIFFLHHANVDRLIALWSAIRYDVWTSPGDAQFGTYTLRYKQSVDESTDLAPWWKTQNEYWKSNELRSTESLGYTYPEFVGLDMYNKDAVNKTISRKVAQLYGPQRGGQRSLVEDLSNSHARRSQRPAKRSRLGQLLKGLFSDWSAQIKFNRHEVGQSFSVCLFLGNVPEDPREWLVSPNLVGARHAFVRSVKTDHVAEEIGFIPINQWIAEHTGLPSFAV.... The pKi is 6.0. (6) The small molecule is O=[N+]([O-])c1cccc2c1ccn2[C@H]1C[C@H](O)[C@@H](COP(=O)(O)OP(=O)(O)OP(=O)(O)O)O1. The target protein sequence is MITVNEKEHILEQKYRPSTIDECILPAFDKETFKSITSKGKIPHIILHSPSPGTGKTTVAKALCHDVNADMMFVNGSDCKIDFVRGPLTNFASAASFDGRQKVIVIDEFDRSGLAESQRHLRSFMEAYSSNCSIIITANNIDGIIKPLQSRCRVITFGQPTDEDKIEMMKQMIRLLTEICKHEGIAIADMKVVAALVKKNFPDFRKTIGELDSYSSKGVLDAGILSLVTNDRGAIDDVLESLKNKDVKQLRALAPKYAADYSWFVGKLAEEIYSRVTPQSIIRMYEIVGENNQYHGIAANTELHLAYLFIQLACEMQWKMSLFKDDIQLNEHQVAWYSKDWTAVQSAADSFKEKAENEFFEIIGAINNKTKCSIAQKDYSKFMVENALSQFPECMPAVYAMNLIGSGLSDEAHFNYLMAAVPRGKRYGKWAKLVEDSTEVLIIKLLAKRYQVNTNDAINYKSILTKNGKLPLVLKELKGLVTDDFLKEVTKNVKEQKQLK.... The pKi is 4.4. (7) The small molecule is CN1CCC(c2ccc(O)c(O)c2)CC1. The target protein (P11348) has sequence MAASGEARRVLVYGGRGALGSRCVQAFRARNWWVASIDVVENEEASASVIVKMTDSFTEQADQVTAEVGKLLGDQKVDAILCVAGGWAGGNAKSKSLFKNCDLMWKQSIWTSTISSHLATKHLKEGGLLTLAGAKAALDGTPGMIGYGMAKGAVHQLCQSLAGKNSGMPSGAAAIAVLPVTLDTPMNRKSMPEADFSSWTPLEFLVETFHDWITGNKRPNSGSLIQVVTTDGKTELTPAYF. The pKi is 4.1. (8) The compound is CC(C)OC(=O)C(C)(C)Oc1ccc(C(=O)c2ccc(Cl)cc2)cc1. The target protein (P07148) has sequence MSFSGKYQLQSQENFEAFMKAIGLPEELIQKGKDIKGVSEIVQNGKHFKFTITAGSKVIQNEFTVGEECELETMTGEKVKTVVQLEGDNKLVTTFKNIKSVTELNGDIITNTMTLGDIVFKRISKRI. The pKi is 7.8.